From a dataset of Catalyst prediction with 721,799 reactions and 888 catalyst types from USPTO. Predict which catalyst facilitates the given reaction. (1) Reactant: Br[C:2]1[CH:3]=[C:4]([C@H:16]([CH2:22][CH2:23][CH3:24])[CH2:17][C:18]([O:20][CH3:21])=[O:19])[CH:5]=[CH:6][C:7]=1[O:8][CH2:9][C:10]1[CH:15]=[CH:14][CH:13]=[CH:12][CH:11]=1.[C:25](=O)([O-])[O-].[K+].[K+].CB1OB(C)OB(C)O1. Product: [CH3:25][C:2]1[CH:3]=[C:4]([C@H:16]([CH2:22][CH2:23][CH3:24])[CH2:17][C:18]([O:20][CH3:21])=[O:19])[CH:5]=[CH:6][C:7]=1[O:8][CH2:9][C:10]1[CH:15]=[CH:14][CH:13]=[CH:12][CH:11]=1. The catalyst class is: 128. (2) Reactant: [NH2:1][C:2]1[CH:10]=[C:9]([O:11][CH3:12])[CH:8]=[C:7]([O:13][CH3:14])[C:3]=1[C:4]([NH2:6])=[O:5].[Cl:15][C:16]1[CH:21]=[C:20]([C:22]([N:24]([CH3:26])[CH3:25])=[O:23])[CH:19]=[CH:18][C:17]=1[C:27]1[CH:32]=[C:31]([CH:33]=O)[CH:30]=[CH:29][C:28]=1[O:35][CH3:36].OS([O-])=O.[Na+]. Product: [Cl:15][C:16]1[CH:21]=[C:20]([C:22]([N:24]([CH3:25])[CH3:26])=[O:23])[CH:19]=[CH:18][C:17]=1[C:27]1[CH:32]=[C:31]([C:33]2[NH:6][C:4](=[O:5])[C:3]3[C:2](=[CH:10][C:9]([O:11][CH3:12])=[CH:8][C:7]=3[O:13][CH3:14])[N:1]=2)[CH:30]=[CH:29][C:28]=1[O:35][CH3:36]. The catalyst class is: 80. (3) Product: [OH:30][NH:29][C:22]([CH:21]=[CH:20][C:17]1[CH:18]=[CH:19][C:14]([NH:13][C:11]([C:2]2[CH:3]=[CH:4][C:5]3[C:10](=[CH:9][CH:8]=[CH:7][CH:6]=3)[CH:1]=2)=[O:12])=[CH:15][CH:16]=1)=[O:24]. Reactant: [CH:1]1[C:10]2[C:5](=[CH:6][CH:7]=[CH:8][CH:9]=2)[CH:4]=[CH:3][C:2]=1[C:11]([NH:13][C:14]1[CH:19]=[CH:18][C:17]([CH:20]=[CH:21][C:22]([OH:24])=O)=[CH:16][CH:15]=1)=[O:12].C(Cl)Cl.Cl.[NH2:29][OH:30]. The catalyst class is: 348. (4) Reactant: [CH:1]1[C:10]2[C:5](=[CH:6][CH:7]=[CH:8][C:9]=2[C:11](=[O:13])[CH3:12])[CH:4]=[CH:3][N:2]=1.[BH4-].[Na+]. Product: [CH:1]1[C:10]2[C:5](=[CH:6][CH:7]=[CH:8][C:9]=2[CH:11]([OH:13])[CH3:12])[CH:4]=[CH:3][N:2]=1. The catalyst class is: 14. (5) Reactant: [CH3:1][C:2]1[CH:3]=[C:4]([CH:6]=[C:7]([CH2:16][N:17]2[CH2:21][CH2:20][CH2:19][CH2:18]2)[C:8]=1[N:9]1[CH2:14][CH2:13][N:12]([CH3:15])[CH2:11][CH2:10]1)[NH2:5].Cl[C:23]1[C:32]2[C:27](=[CH:28][C:29]([Cl:33])=[CH:30][CH:31]=2)[N:26]=[CH:25][CH:24]=1.Cl. Product: [Cl:33][C:29]1[CH:28]=[C:27]2[C:32]([C:23]([NH:5][C:4]3[CH:6]=[C:7]([CH2:16][N:17]4[CH2:21][CH2:20][CH2:19][CH2:18]4)[C:8]([N:9]4[CH2:10][CH2:11][N:12]([CH3:15])[CH2:13][CH2:14]4)=[C:2]([CH3:1])[CH:3]=3)=[CH:24][CH:25]=[N:26]2)=[CH:31][CH:30]=1. The catalyst class is: 10. (6) Reactant: [Cl:1][C:2]1[C:3]([N:15]2[CH2:20][CH2:19][N:18](C(OC(C)(C)C)=O)[CH2:17][CH2:16]2)=[N:4][CH:5]=[C:6]([C:8]2[O:9][C:10]([CH2:13][CH3:14])=[CH:11][N:12]=2)[CH:7]=1.[C:28]([OH:34])([C:30]([F:33])([F:32])[F:31])=[O:29]. Product: [F:31][C:30]([F:33])([F:32])[C:28]([OH:34])=[O:29].[F:31][C:30]([F:33])([F:32])[C:28]([OH:34])=[O:29].[Cl:1][C:2]1[C:3]([N:15]2[CH2:20][CH2:19][NH:18][CH2:17][CH2:16]2)=[N:4][CH:5]=[C:6]([C:8]2[O:9][C:10]([CH2:13][CH3:14])=[CH:11][N:12]=2)[CH:7]=1. The catalyst class is: 2. (7) Reactant: [Cl:1][C:2]1[CH:7]=[CH:6][C:5]([NH:8][C:9](=[O:11])[CH3:10])=[CH:4][C:3]=1[C:12]#[N:13].[N+:14]([O-])([O-:16])=[O:15].[K+]. Product: [Cl:1][C:2]1[C:3]([C:12]#[N:13])=[CH:4][C:5]([NH:8][C:9](=[O:11])[CH3:10])=[C:6]([N+:14]([O-:16])=[O:15])[CH:7]=1. The catalyst class is: 65.